The task is: Predict the product of the given reaction.. This data is from Forward reaction prediction with 1.9M reactions from USPTO patents (1976-2016). (1) The product is: [CH3:13][O:12][C:6]1([C:4]([O:3][CH3:2])=[O:5])[CH2:7][CH2:8][N:9]([CH:28]2[CH2:29][CH2:30][CH2:31][N:25]([C:23]([O:22][CH2:20][CH3:21])=[O:24])[CH2:26][CH2:27]2)[CH2:10][CH2:11]1. Given the reactants Cl.[CH3:2][O:3][C:4]([C:6]1([O:12][CH3:13])[CH2:11][CH2:10][NH:9][CH2:8][CH2:7]1)=[O:5].C([O-])([O-])=O.[K+].[K+].[CH2:20]([O:22][C:23]([N:25]1[CH2:31][CH2:30][CH2:29][C:28](=O)[CH2:27][CH2:26]1)=[O:24])[CH3:21].C([BH3-])#N.[Na+], predict the reaction product. (2) The product is: [Br:1][C:2]1[CH:3]=[CH:4][C:5]2[O:9][C:8]([CH2:10][Cl:20])=[C:7]([CH3:12])[C:6]=2[C:13]=1[O:14][CH:15]([CH3:17])[CH3:16]. Given the reactants [Br:1][C:2]1[CH:3]=[CH:4][C:5]2[O:9][C:8]([CH2:10]O)=[C:7]([CH3:12])[C:6]=2[C:13]=1[O:14][CH:15]([CH3:17])[CH3:16].S(Cl)([Cl:20])=O, predict the reaction product. (3) Given the reactants Br[C:2]1[CH:3]=[C:4]([NH:10][C:11]2[CH:16]=[N:15][C:14]([N:17]3[CH2:22][CH2:21][N:20]([CH:23]4[CH2:26][O:25][CH2:24]4)[CH2:19][C@@H:18]3[CH3:27])=[CH:13][N:12]=2)[C:5](=[O:9])[N:6]([CH3:8])[CH:7]=1.[C:28]([O:31][CH2:32][C:33]1[C:34]([N:42]2[CH2:53][CH2:52][N:51]3[C:44](=[CH:45][C:46]4[CH2:47][C:48]([CH3:55])([CH3:54])[CH2:49][C:50]=43)[C:43]2=[O:56])=[N:35][CH:36]=[CH:37][C:38]=1B(O)O)(=[O:30])[CH3:29].C([O-])(=O)C.[Na+].[O-]P([O-])([O-])=O.[K+].[K+].[K+], predict the reaction product. The product is: [C:28]([O:31][CH2:32][C:33]1[C:34]([N:42]2[CH2:53][CH2:52][N:51]3[C:44](=[CH:45][C:46]4[CH2:47][C:48]([CH3:55])([CH3:54])[CH2:49][C:50]=43)[C:43]2=[O:56])=[N:35][CH:36]=[CH:37][C:38]=1[C:2]1[CH:3]=[C:4]([NH:10][C:11]2[CH:16]=[N:15][C:14]([N:17]3[CH2:22][CH2:21][N:20]([CH:23]4[CH2:26][O:25][CH2:24]4)[CH2:19][C@@H:18]3[CH3:27])=[CH:13][N:12]=2)[C:5](=[O:9])[N:6]([CH3:8])[CH:7]=1)(=[O:30])[CH3:29]. (4) Given the reactants Br[C:2]1[CH:3]=[C:4]([CH:17]=[C:18]([Cl:20])[CH:19]=1)[O:5][C:6]1[C:7]([OH:16])=[N:8][CH:9]=[CH:10][C:11]=1[C:12]([F:15])([F:14])[F:13].[C:21]([Cu])#[N:22].CC(O)=O, predict the reaction product. The product is: [Cl:20][C:18]1[CH:19]=[C:2]([CH:3]=[C:4]([O:5][C:6]2[C:7]([OH:16])=[N:8][CH:9]=[CH:10][C:11]=2[C:12]([F:15])([F:14])[F:13])[CH:17]=1)[C:21]#[N:22]. (5) Given the reactants C([S:4][CH:5]1[CH2:8][N:7]([C:9]2[O:10][CH:11]=[C:12]([C:14]#[N:15])[N:13]=2)[CH2:6]1)(=O)C.C(O)(=O)C.NN.C1(P(O[C:37]2[C@H:38]([CH3:61])[C@H:39]3[C@@H:56]([C@H:57]([OH:59])[CH3:58])[C:55](=[O:60])[N:40]3[C:41]=2[C:42]([O:44][CH2:45][C:46]2[CH:51]=[CH:50][C:49]([N+:52]([O-:54])=[O:53])=[CH:48][CH:47]=2)=[O:43])(C2C=CC=CC=2)=O)C=CC=CC=1.C(N(C(C)C)CC)(C)C.C(=O)([O-])O.[Na+], predict the reaction product. The product is: [C:14]([C:12]1[N:13]=[C:9]([N:7]2[CH2:8][CH:5]([S:4][C:37]3[C@H:38]([CH3:61])[C@@H:39]4[C@@H:56]([C@H:57]([OH:59])[CH3:58])[C:55](=[O:60])[N:40]4[C:41]=3[C:42]([O:44][CH2:45][C:46]3[CH:51]=[CH:50][C:49]([N+:52]([O-:54])=[O:53])=[CH:48][CH:47]=3)=[O:43])[CH2:6]2)[O:10][CH:11]=1)#[N:15].